Predict which catalyst facilitates the given reaction. From a dataset of Catalyst prediction with 721,799 reactions and 888 catalyst types from USPTO. Reactant: [SH:1][C:2]1[N:7]([CH3:8])[C:6](=[O:9])[N:5]([CH3:10])[C:4](=[O:11])[CH:3]=1.[C:12](O)(=[O:17])[CH2:13][C:14](O)=[O:15].C(OC(=O)C)(=O)C. Product: [OH:17][C:12]1[C:3]2[C:4](=[O:11])[N:5]([CH3:10])[C:6](=[O:9])[N:7]([CH3:8])[C:2]=2[S:1][C:14](=[O:15])[CH:13]=1. The catalyst class is: 15.